This data is from Forward reaction prediction with 1.9M reactions from USPTO patents (1976-2016). The task is: Predict the product of the given reaction. Given the reactants [CH2:1]=[O:2].[Cl:3][C:4]1[CH:9]=[CH:8][C:7]([C:10]2[N:11]([CH:16]3[CH2:18][CH2:17]3)[C:12](=[O:15])[NH:13][N:14]=2)=[CH:6][CH:5]=1, predict the reaction product. The product is: [Cl:3][C:4]1[CH:5]=[CH:6][C:7]([C:10]2[N:11]([CH:16]3[CH2:18][CH2:17]3)[C:12](=[O:15])[N:13]([CH2:1][OH:2])[N:14]=2)=[CH:8][CH:9]=1.